Dataset: Forward reaction prediction with 1.9M reactions from USPTO patents (1976-2016). Task: Predict the product of the given reaction. Given the reactants [CH:1]1([C:6]2([CH2:14][CH2:15][C:16]3[CH:21]=[CH:20][C:19]([C:22]([CH3:26])([CH3:25])[C:23]#[N:24])=[C:18]([F:27])[CH:17]=3)[CH2:11][C:10](=[O:12])[CH2:9][C:8](=[O:13])[O:7]2)[CH2:5][CH2:4][CH2:3][CH2:2]1.O.Cl.[CH3:30][N:31]1[C:35]([CH:36]=O)=[N:34][C:33]([C:38]2[CH:43]=[CH:42][CH:41]=[C:40]([CH3:44])[N:39]=2)=[N:32]1.C(N(CC)CC)C.Cl, predict the reaction product. The product is: [CH:1]1([C:6]2([CH2:14][CH2:15][C:16]3[CH:21]=[CH:20][C:19]([C:22]([CH3:25])([CH3:26])[C:23]#[N:24])=[C:18]([F:27])[CH:17]=3)[CH2:11][C:10]([OH:12])=[C:9]([CH2:36][C:35]3[N:31]([CH3:30])[N:32]=[C:33]([C:38]4[CH:43]=[CH:42][CH:41]=[C:40]([CH3:44])[N:39]=4)[N:34]=3)[C:8](=[O:13])[O:7]2)[CH2:5][CH2:4][CH2:3][CH2:2]1.